From a dataset of Catalyst prediction with 721,799 reactions and 888 catalyst types from USPTO. Predict which catalyst facilitates the given reaction. (1) Reactant: N[C:2]1[C:11]([CH3:12])=[CH:10][CH:9]=[C:8]2[C:3]=1[CH:4]=[CH:5][NH:6][C:7]2=[O:13].N([O-])=[O:15].[Na+]. Product: [OH:15][C:2]1[C:11]([CH3:12])=[CH:10][CH:9]=[C:8]2[C:3]=1[CH:4]=[CH:5][NH:6][C:7]2=[O:13]. The catalyst class is: 445. (2) Reactant: Br[C:2]1[CH:7]=[CH:6][C:5]([CH3:8])=[CH:4][N:3]=1.C([O-])([O-])=O.[Na+].[Na+].[CH3:15][CH2:16]O.O. Product: [CH3:8][C:5]1[CH:6]=[CH:7][C:2]([CH:15]=[CH2:16])=[N:3][CH:4]=1. The catalyst class is: 109. (3) Reactant: [NH2:1][CH2:2][C:3]1[CH:4]=[C:5]([N:9]2[C:14]([CH3:15])=[CH:13][C:12]([O:16][CH2:17][C:18]3[CH:23]=[CH:22][C:21]([F:24])=[CH:20][C:19]=3[F:25])=[C:11]([Br:26])[C:10]2=[O:27])[CH:6]=[CH:7][CH:8]=1.CN1CCOCC1.[CH3:35][S:36](Cl)(=[O:38])=[O:37].CN=C=O. Product: [Br:26][C:11]1[C:10](=[O:27])[N:9]([C:5]2[CH:4]=[C:3]([CH:8]=[CH:7][CH:6]=2)[CH2:2][NH:1][S:36]([CH3:35])(=[O:38])=[O:37])[C:14]([CH3:15])=[CH:13][C:12]=1[O:16][CH2:17][C:18]1[CH:23]=[CH:22][C:21]([F:24])=[CH:20][C:19]=1[F:25]. The catalyst class is: 204.